Predict the reaction yield, written as a fraction of the theoretical maximum amount of product (1.0 means a 100% yield; for example, 0.34 means a 34% yield). From a dataset of Reaction yield outcomes from USPTO patents with 853,638 reactions. (1) The reactants are [CH2:1]([O:3][C:4]1[CH:14]=[C:13]([CH2:15][C:16]([NH:18][C@H:19]([C:24]2[CH:29]=[CH:28][CH:27]=[CH:26][C:25]=2[N:30]2[CH2:35][CH2:34][CH2:33][CH2:32][CH2:31]2)[CH2:20][CH:21]([CH3:23])[CH3:22])=[O:17])[CH:12]=[CH:11][C:5]=1[C:6]([O:8]CC)=[O:7])[CH3:2].[OH-].[Na+]. The catalyst is Cl. The product is [CH3:2][CH2:1][O:3][C:4]1[CH:14]=[C:13]([CH2:15][C:16]([NH:18][C@H:19]([C:24]2[CH:29]=[CH:28][CH:27]=[CH:26][C:25]=2[N:30]2[CH2:35][CH2:34][CH2:33][CH2:32][CH2:31]2)[CH2:20][CH:21]([CH3:23])[CH3:22])=[O:17])[CH:12]=[CH:11][C:5]=1[C:6]([OH:8])=[O:7]. The yield is 0.940. (2) The yield is 0.440. The reactants are [C:1]1([CH2:7][C:8]([O:10]CC)=O)[CH:6]=[CH:5][CH:4]=[CH:3][CH:2]=1.[CH3:13][C:14]([CH3:16])=[O:15].Cl. The catalyst is CCOCC. The product is [C:1]1([CH2:7][C:8](=[O:10])[CH2:13][C:14](=[O:15])[CH3:16])[CH:2]=[CH:3][CH:4]=[CH:5][CH:6]=1.